This data is from Catalyst prediction with 721,799 reactions and 888 catalyst types from USPTO. The task is: Predict which catalyst facilitates the given reaction. Reactant: [H-].[Na+].[NH2:3][C:4]1[CH:5]=[C:6]([OH:10])[CH:7]=[CH:8][CH:9]=1.[C:11]([O:15][C:16](=[O:29])[N:17]([C:19]1[CH:24]=[C:23](Cl)[CH:22]=[CH:21][C:20]=1[N+:26]([O-:28])=[O:27])[CH3:18])([CH3:14])([CH3:13])[CH3:12]. Product: [C:11]([O:15][C:16](=[O:29])[N:17]([C:19]1[CH:24]=[C:23]([O:10][C:6]2[CH:7]=[CH:8][CH:9]=[C:4]([NH2:3])[CH:5]=2)[CH:22]=[CH:21][C:20]=1[N+:26]([O-:28])=[O:27])[CH3:18])([CH3:14])([CH3:13])[CH3:12]. The catalyst class is: 9.